From a dataset of Catalyst prediction with 721,799 reactions and 888 catalyst types from USPTO. Predict which catalyst facilitates the given reaction. Reactant: [CH2:1]([O:8][C:9]1[CH:14]=[CH:13][N:12]([CH2:15][C:16](=[O:34])[C:17]2[CH:33]=[CH:32][C:20]3[CH2:21][CH2:22][N:23]([C:26](=[O:31])[C:27]([F:30])([F:29])[F:28])[CH2:24][CH2:25][C:19]=3[CH:18]=2)[C:11](=[O:35])[CH:10]=1)[C:2]1[CH:7]=[CH:6][CH:5]=[CH:4][CH:3]=1.[Na].[BH4-]. Product: [CH2:1]([O:8][C:9]1[CH:14]=[CH:13][N:12]([CH2:15][CH:16]([OH:34])[C:17]2[CH:33]=[CH:32][C:20]3[CH2:21][CH2:22][N:23]([C:26](=[O:31])[C:27]([F:30])([F:29])[F:28])[CH2:24][CH2:25][C:19]=3[CH:18]=2)[C:11](=[O:35])[CH:10]=1)[C:2]1[CH:3]=[CH:4][CH:5]=[CH:6][CH:7]=1. The catalyst class is: 5.